This data is from Reaction yield outcomes from USPTO patents with 853,638 reactions. The task is: Predict the reaction yield, written as a fraction of the theoretical maximum amount of product (1.0 means a 100% yield; for example, 0.34 means a 34% yield). The reactants are [O:1]1[C:9]2[C:4](=[N:5][CH:6]=[CH:7][CH:8]=2)[NH:3][C:2]1=[O:10].[Br:11]N1C(=O)CCC1=O. The catalyst is C(#N)C.C(O)(=O)C. The product is [Br:11][C:7]1[CH:8]=[C:9]2[O:1][C:2](=[O:10])[NH:3][C:4]2=[N:5][CH:6]=1. The yield is 0.550.